From a dataset of Forward reaction prediction with 1.9M reactions from USPTO patents (1976-2016). Predict the product of the given reaction. (1) Given the reactants [Br:1][C:2]1[CH:3]=[C:4]2[C:9](=[CH:10][C:11]=1[Cl:12])[N:8]=[CH:7][N:6]=[C:5]2Cl.[N:14]1([C:24]([O:26][C:27]([CH3:30])([CH3:29])[CH3:28])=[O:25])[CH2:19][CH2:18][NH:17][CH2:16][CH:15]1[C:20]([O:22][CH3:23])=[O:21].CCN(C(C)C)C(C)C, predict the reaction product. The product is: [Br:1][C:2]1[CH:3]=[C:4]2[C:9](=[CH:10][C:11]=1[Cl:12])[N:8]=[CH:7][N:6]=[C:5]2[N:17]1[CH2:18][CH2:19][N:14]([C:24]([O:26][C:27]([CH3:28])([CH3:29])[CH3:30])=[O:25])[CH:15]([C:20]([O:22][CH3:23])=[O:21])[CH2:16]1. (2) Given the reactants [CH3:1][O:2][C:3]1[CH:4]=[N:5][C:6]2[C:11]([CH:12]=1)=[C:10]([O:13][CH2:14][CH2:15][N:16]1[CH2:21][CH2:20][NH:19][CH2:18][CH2:17]1)[CH:9]=[CH:8][CH:7]=2.[O:22]=[C:23]1[NH:28][C:27]2[CH:29]=[C:30]([S:33](Cl)(=[O:35])=[O:34])[CH:31]=[CH:32][C:26]=2[O:25][CH2:24]1, predict the reaction product. The product is: [CH3:1][O:2][C:3]1[CH:4]=[N:5][C:6]2[C:11]([CH:12]=1)=[C:10]([O:13][CH2:14][CH2:15][N:16]1[CH2:21][CH2:20][N:19]([S:33]([C:30]3[CH:31]=[CH:32][C:26]4[O:25][CH2:24][C:23](=[O:22])[NH:28][C:27]=4[CH:29]=3)(=[O:35])=[O:34])[CH2:18][CH2:17]1)[CH:9]=[CH:8][CH:7]=2. (3) The product is: [Cl:13][C:10]1[CH:11]=[CH:12][C:7]([O:23][C:17]2[CH:22]=[CH:21][CH:20]=[CH:19][CH:18]=2)=[C:8]([N+:14]([O-:16])=[O:15])[CH:9]=1. Given the reactants CN(C=O)C.Br[C:7]1[CH:12]=[CH:11][C:10]([Cl:13])=[CH:9][C:8]=1[N+:14]([O-:16])=[O:15].[C:17]1([OH:23])[CH:22]=[CH:21][CH:20]=[CH:19][CH:18]=1.C([O-])([O-])=O.[Na+].[Na+], predict the reaction product.